This data is from Full USPTO retrosynthesis dataset with 1.9M reactions from patents (1976-2016). The task is: Predict the reactants needed to synthesize the given product. (1) Given the product [C:1]([C:5]1[CH:23]=[C:8]2[N:9]=[C:10]([CH3:22])[C:11]([CH:14]([CH2:19][CH2:20][CH3:21])[C:15]([O:17][CH3:18])=[O:16])=[C:12]([C:27]3[CH:28]=[CH:29][C:30]([CH3:31])=[C:25]([CH3:24])[CH:26]=3)[N:7]2[N:6]=1)([CH3:4])([CH3:3])[CH3:2], predict the reactants needed to synthesize it. The reactants are: [C:1]([C:5]1[CH:23]=[C:8]2[N:9]=[C:10]([CH3:22])[C:11]([CH:14]([CH2:19][CH2:20][CH3:21])[C:15]([O:17][CH3:18])=[O:16])=[C:12](Cl)[N:7]2[N:6]=1)([CH3:4])([CH3:3])[CH3:2].[CH3:24][C:25]1[CH:26]=[C:27](B(O)O)[CH:28]=[CH:29][C:30]=1[CH3:31].C(N(C(C)C)CC)(C)C. (2) Given the product [C:1]([O:5][C:6]([N:8]1[C:16]2[C:11](=[CH:12][C:13]([O:17][C:18]3[CH:23]=[CH:22][C:21]([C:24](=[O:33])[NH:25][C:26]4[CH:27]=[CH:28][C:29]([Br:32])=[CH:30][CH:31]=4)=[CH:20][C:19]=3[NH2:34])=[CH:14][CH:15]=2)[CH:10]=[CH:9]1)=[O:7])([CH3:4])([CH3:2])[CH3:3], predict the reactants needed to synthesize it. The reactants are: [C:1]([O:5][C:6]([N:8]1[C:16]2[C:11](=[CH:12][C:13]([O:17][C:18]3[CH:23]=[CH:22][C:21]([C:24](=[O:33])[NH:25][C:26]4[CH:31]=[CH:30][C:29]([Br:32])=[CH:28][CH:27]=4)=[CH:20][C:19]=3[N+:34]([O-])=O)=[CH:14][CH:15]=2)[CH:10]=[CH:9]1)=[O:7])([CH3:4])([CH3:3])[CH3:2].[Cl-].[NH4+]. (3) Given the product [CH2:1]([N:3]1[C:7]2[CH:8]=[C:9]([C:12]([F:13])([F:14])[F:15])[CH:10]=[CH:11][C:6]=2[N:5]=[C:4]1[C@H:16]([NH:18][S:19]([C:22]1[N:26]([CH3:27])[C:25]([C:28]([NH2:32])=[O:30])=[CH:24][CH:23]=1)(=[O:20])=[O:21])[CH3:17])[CH3:2], predict the reactants needed to synthesize it. The reactants are: [CH2:1]([N:3]1[C:7]2[CH:8]=[C:9]([C:12]([F:15])([F:14])[F:13])[CH:10]=[CH:11][C:6]=2[N:5]=[C:4]1[C@H:16]([NH:18][S:19]([C:22]1[N:26]([CH3:27])[C:25]([C:28]([OH:30])=O)=[CH:24][CH:23]=1)(=[O:21])=[O:20])[CH3:17])[CH3:2].C[N:32](C(ON1N=NC2C=CC=NC1=2)=[N+](C)C)C.F[P-](F)(F)(F)(F)F.CN1CCOCC1.N.CO. (4) Given the product [Br:1][C:2]1[CH:3]=[C:4]([C:8]([F:11])=[CH:9][N:10]=1)[C:5]([C:19](=[CH:18][N:17]([CH3:25])[CH3:16])[C:20]([O:22][CH2:23][CH3:24])=[O:21])=[O:7], predict the reactants needed to synthesize it. The reactants are: [Br:1][C:2]1[CH:3]=[C:4]([C:8]([F:11])=[CH:9][N:10]=1)[C:5]([OH:7])=O.S(Cl)(Cl)=O.[CH3:16][N:17]([CH3:25])[CH:18]=[CH:19][C:20]([O:22][CH2:23][CH3:24])=[O:21].C(N(CC)CC)C. (5) Given the product [CH3:11][C:8]1([CH3:12])[C:9]2[C:5](=[CH:4][CH:3]=[C:2]([N:18]([C:27]([O:29][C:30]([CH3:33])([CH3:32])[CH3:31])=[O:28])[NH:19][C:20]([O:22][C:23]([CH3:24])([CH3:25])[CH3:26])=[O:21])[CH:10]=2)[CH:6]=[CH:7]1.[CH3:11][C:8]1([CH3:12])[C:9]2[C:5](=[CH:4][CH:3]=[C:2]([N:18]([C:27]([O:29][C:30]([CH3:33])([CH3:32])[CH3:31])=[O:28])[NH:19][C:20]([O:22][C:23]([CH3:24])([CH3:25])[CH3:26])=[O:21])[CH:10]=2)[CH2:6][CH2:7]1, predict the reactants needed to synthesize it. The reactants are: Br[C:2]1[CH:10]=[C:9]2[C:5]([CH2:6][CH2:7][C:8]2([CH3:12])[CH3:11])=[CH:4][CH:3]=1.C([Li])CCC.[N:18]([C:27]([O:29][C:30]([CH3:33])([CH3:32])[CH3:31])=[O:28])=[N:19][C:20]([O:22][C:23]([CH3:26])([CH3:25])[CH3:24])=[O:21].CO. (6) Given the product [C:22]([C:20]1[CH:19]=[C:18]([NH:26][C:27]([CH3:30])([CH3:28])[CH3:29])[N:17]=[C:16]([NH:15][C:12]2[CH:13]=[CH:14][C:9]([C:5]3([C:3]([OH:4])=[O:2])[CH2:8][CH2:7][CH2:6]3)=[CH:10][CH:11]=2)[N:21]=1)([CH3:23])([CH3:24])[CH3:25], predict the reactants needed to synthesize it. The reactants are: C[O:2][C:3]([C:5]1([C:9]2[CH:14]=[CH:13][C:12]([NH:15][C:16]3[N:21]=[C:20]([C:22]([CH3:25])([CH3:24])[CH3:23])[CH:19]=[C:18]([NH:26][C:27]([CH3:30])([CH3:29])[CH3:28])[N:17]=3)=[CH:11][CH:10]=2)[CH2:8][CH2:7][CH2:6]1)=[O:4].[OH-].[Na+]. (7) Given the product [ClH:1].[Cl:1][CH:2]1[C:3]([F:20])([OH:16])[C:4]([F:15])=[CH:5][C:6]([N:8]2[CH2:13][CH2:12][O:11][CH2:10][CH2:9]2)=[N:7]1, predict the reactants needed to synthesize it. The reactants are: [Cl:1][C:2]1[N:7]=[C:6]([N:8]2[CH2:13][CH2:12][O:11][CH2:10][CH2:9]2)[C:5](F)=[C:4]([F:15])[C:3]=1[O:16]COC.[F:20]C1C=C(F)C=CC=1C=O. (8) Given the product [N:1]1[C:2]([NH:10][C:11](=[O:14])[CH2:12][CH3:13])=[CH:3][N:4]2[CH2:9][CH2:8][NH:7][CH2:6][C:5]=12, predict the reactants needed to synthesize it. The reactants are: [N:1]1[C:2]([NH:10][C:11](=[O:14])[CH2:12][CH3:13])=[CH:3][N:4]2[CH:9]=[CH:8][N:7]=[CH:6][C:5]=12.